This data is from Reaction yield outcomes from USPTO patents with 853,638 reactions. The task is: Predict the reaction yield, written as a fraction of the theoretical maximum amount of product (1.0 means a 100% yield; for example, 0.34 means a 34% yield). (1) The reactants are C(N[CH:5]([CH3:7])[CH3:6])(C)C.C([Li])CCC.CCCCCC.[CH2:19]([O:21][C:22]([CH:24]1[CH2:29][CH2:28][CH:27]([O:30][Si:31]([C:44]([CH3:47])([CH3:46])[CH3:45])([C:38]2[CH:43]=[CH:42][CH:41]=[CH:40][CH:39]=2)[C:32]2[CH:37]=[CH:36][CH:35]=[CH:34][CH:33]=2)[CH2:26][CH2:25]1)=[O:23])[CH3:20].C(I)C=C. The catalyst is C1COCC1.CN(C)P(N(C)C)(N(C)C)=O. The product is [CH2:19]([O:21][C:22]([C:24]1([CH2:7][CH:5]=[CH2:6])[CH2:29][CH2:28][CH:27]([O:30][Si:31]([C:44]([CH3:45])([CH3:47])[CH3:46])([C:32]2[CH:33]=[CH:34][CH:35]=[CH:36][CH:37]=2)[C:38]2[CH:43]=[CH:42][CH:41]=[CH:40][CH:39]=2)[CH2:26][CH2:25]1)=[O:23])[CH3:20]. The yield is 0.990. (2) The reactants are [NH2:1][C:2]1[CH:7]=[C:6]([O:8][C:9]2[CH:10]=[CH:11][C:12]([NH:15][C:16]([C:18]3[C:22](=[O:23])[N:21]([C:24]4[CH:29]=[CH:28][CH:27]=[CH:26][CH:25]=4)[N:20]4[CH2:30][CH2:31][CH2:32][C:19]=34)=[O:17])=[N:13][CH:14]=2)[CH:5]=[CH:4][N:3]=1.CCN(CC)CC.O.[CH3:41][CH2:42][O:43]C(C)=O. The catalyst is CC(OC(C)=O)=O. The product is [C:42]([NH:1][C:2]1[CH:7]=[C:6]([O:8][C:9]2[CH:10]=[CH:11][C:12]([NH:15][C:16]([C:18]3[C:22](=[O:23])[N:21]([C:24]4[CH:25]=[CH:26][CH:27]=[CH:28][CH:29]=4)[N:20]4[CH2:30][CH2:31][CH2:32][C:19]=34)=[O:17])=[N:13][CH:14]=2)[CH:5]=[CH:4][N:3]=1)(=[O:43])[CH3:41]. The yield is 0.550. (3) The reactants are [Cl:1][C:2]1[CH:3]=[N:4][N:5]([CH3:17])[C:6]=1[C:7]1[CH:8]=[C:9]([C:14]([OH:16])=O)[S:10][C:11]=1[O:12][CH3:13].[NH2:18][C@@H:19]([CH2:32][C:33]1[CH:38]=[CH:37][C:36]([F:39])=[CH:35][CH:34]=1)[CH2:20][N:21]1[C:29](=[O:30])[C:28]2[C:23](=[CH:24][CH:25]=[CH:26][CH:27]=2)[C:22]1=[O:31].CC(OC(N[C@H](C(O)=O)CC1C=CC=CC=1C(F)(F)F)=O)(C)C.C1CN([P+](Br)(N2CCCC2)N2CCCC2)CC1.F[P-](F)(F)(F)(F)F.CCN(C(C)C)C(C)C. The catalyst is C(Cl)(Cl)Cl. The product is [Cl:1][C:2]1[CH:3]=[N:4][N:5]([CH3:17])[C:6]=1[C:7]1[CH:8]=[C:9]([C:14]([NH:18][C@@H:19]([CH2:32][C:33]2[CH:34]=[CH:35][C:36]([F:39])=[CH:37][CH:38]=2)[CH2:20][N:21]2[C:29](=[O:30])[C:28]3[C:23](=[CH:24][CH:25]=[CH:26][CH:27]=3)[C:22]2=[O:31])=[O:16])[S:10][C:11]=1[O:12][CH3:13]. The yield is 0.560. (4) The reactants are Cl[S:2]([NH:5][C:6](=[O:11])[O:7][CH2:8][CH2:9]Cl)(=[O:4])=[O:3].[CH2:12]([C@H:14]1[C@@H:18]([C:19]2[N:23]3[C:24]4[CH:30]=[CH:29][N:28]([S:31]([C:34]5[CH:40]=[CH:39][C:37]([CH3:38])=[CH:36][CH:35]=5)(=[O:33])=[O:32])[C:25]=4[N:26]=[CH:27][C:22]3=[N:21][N:20]=2)[CH2:17][C@@H:16]([NH2:41])[CH2:15]1)[CH3:13]. The catalyst is C(Cl)Cl. The product is [CH2:12]([C@H:14]1[C@@H:18]([C:19]2[N:23]3[C:24]4[CH:30]=[CH:29][N:28]([S:31]([C:34]5[CH:35]=[CH:36][C:37]([CH3:38])=[CH:39][CH:40]=5)(=[O:33])=[O:32])[C:25]=4[N:26]=[CH:27][C:22]3=[N:21][N:20]=2)[CH2:17][C@@H:16]([NH:41][S:2]([N:5]2[CH2:9][CH2:8][O:7][C:6]2=[O:11])(=[O:4])=[O:3])[CH2:15]1)[CH3:13]. The yield is 0.650. (5) The reactants are [CH:1]1([C:7]2[C:15]3[C:10](=[CH:11][C:12]([C:16]([O:18][CH3:19])=[O:17])=[CH:13][CH:14]=3)[NH:9][CH:8]=2)[CH2:6][CH2:5][CH2:4][CH2:3][CH2:2]1.C1C(=O)N([Br:27])C(=O)C1. The catalyst is C(Cl)(Cl)(Cl)Cl. The product is [Br:27][C:8]1[NH:9][C:10]2[C:15]([C:7]=1[CH:1]1[CH2:2][CH2:3][CH2:4][CH2:5][CH2:6]1)=[CH:14][CH:13]=[C:12]([C:16]([O:18][CH3:19])=[O:17])[CH:11]=2. The yield is 0.496. (6) The reactants are [CH2:1]([O:3][C:4]([C:6]1[S:7][C:8]([CH3:13])=[C:9]([CH2:11]Cl)[CH:10]=1)=[O:5])[CH3:2].[C-:14]#[N:15].[K+]. The catalyst is CN(C=O)C.O. The product is [CH2:1]([O:3][C:4]([C:6]1[S:7][C:8]([CH3:13])=[C:9]([CH2:11][C:14]#[N:15])[CH:10]=1)=[O:5])[CH3:2]. The yield is 0.188. (7) The reactants are CC(C)([O-])C.[Na+].[C@@H]1(N)CCCC[C@H]1N.CCCCCCCCCCCC.I[C:28]1[CH:29]=[C:30]([CH3:35])[CH:31]=[C:32]([CH3:34])[CH:33]=1.[C:36](=[NH:49])([C:43]1[CH:48]=[CH:47][CH:46]=[CH:45][CH:44]=1)[C:37]1[CH:42]=[CH:41][CH:40]=[CH:39][CH:38]=1. The catalyst is [Cu]I.O1CCOCC1. The product is [CH3:34][C:32]1[CH:33]=[C:28]([N:49]=[C:36]([C:37]2[CH:42]=[CH:41][CH:40]=[CH:39][CH:38]=2)[C:43]2[CH:48]=[CH:47][CH:46]=[CH:45][CH:44]=2)[CH:29]=[C:30]([CH3:35])[CH:31]=1. The yield is 0.150. (8) The yield is 0.770. The catalyst is CN(C1C=CN=CC=1)C.C(Cl)Cl. The product is [Cl:1][C:2]1[CH:3]=[N+:4]([O-:27])[CH:5]=[C:6]([Cl:26])[C:7]=1[CH2:8][C@@H:9]([C:11]1[CH:16]=[CH:15][C:14]([O:17][CH:18]([F:20])[F:19])=[C:13]([O:21][CH2:22][CH:23]2[CH2:25][CH2:24]2)[CH:12]=1)[O:10][C:28]([O:29][C:30]1[CH:31]=[CH:32][C:33]([N+:36]([O-:38])=[O:37])=[CH:34][CH:35]=1)=[O:39]. The reactants are [Cl:1][C:2]1[CH:3]=[N+:4]([O-:27])[CH:5]=[C:6]([Cl:26])[C:7]=1[CH2:8][C@@H:9]([C:11]1[CH:16]=[CH:15][C:14]([O:17][CH:18]([F:20])[F:19])=[C:13]([O:21][CH2:22][CH:23]2[CH2:25][CH2:24]2)[CH:12]=1)[OH:10].[C:28](Cl)(=[O:39])[O:29][C:30]1[CH:35]=[CH:34][C:33]([N+:36]([O-:38])=[O:37])=[CH:32][CH:31]=1. (9) The reactants are [S:1]1[C:5]([C:6]2[C:7]3[CH:14]=[CH:13][N:12]([CH2:15][O:16][CH2:17][CH2:18][Si:19]([CH3:22])([CH3:21])[CH3:20])[C:8]=3[N:9]=[CH:10][N:11]=2)=[CH:4][N:3]=[CH:2]1.C([Li])CCC.CON(C)[C:31](=[O:43])[CH2:32][O:33][CH2:34][C:35]1[CH:40]=[CH:39][C:38]([O:41][CH3:42])=[CH:37][CH:36]=1. The catalyst is C1COCC1.CCCCCC. The product is [CH3:42][O:41][C:38]1[CH:39]=[CH:40][C:35]([CH2:34][O:33][CH2:32][C:31]([C:2]2[S:1][C:5]([C:6]3[C:7]4[CH:14]=[CH:13][N:12]([CH2:15][O:16][CH2:17][CH2:18][Si:19]([CH3:22])([CH3:21])[CH3:20])[C:8]=4[N:9]=[CH:10][N:11]=3)=[CH:4][N:3]=2)=[O:43])=[CH:36][CH:37]=1. The yield is 0.660.